This data is from Full USPTO retrosynthesis dataset with 1.9M reactions from patents (1976-2016). The task is: Predict the reactants needed to synthesize the given product. (1) Given the product [CH2:1]1[CH2:12][O:11][C:10]2[CH:9]=[CH:8][C:5]([CH:6]=[N+:16]([CH:13]([CH3:15])[CH3:14])[O-:17])=[CH:4][C:3]=2[O:2]1, predict the reactants needed to synthesize it. The reactants are: [CH2:1]1[CH2:12][O:11][C:10]2[CH:9]=[CH:8][C:5]([CH:6]=O)=[CH:4][C:3]=2[O:2]1.[CH:13]([NH:16][OH:17])([CH3:15])[CH3:14]. (2) Given the product [C:8]1([C:6]2[CH:7]=[C:3]([CH2:2][O:1][C:19]3[CH:26]=[CH:25][C:22]([CH:23]=[O:24])=[CH:21][CH:20]=3)[S:4][C:5]=2[C:14]([F:17])([F:15])[F:16])[CH:13]=[CH:12][CH:11]=[CH:10][CH:9]=1, predict the reactants needed to synthesize it. The reactants are: [OH:1][CH2:2][C:3]1[S:4][C:5]([C:14]([F:17])([F:16])[F:15])=[C:6]([C:8]2[CH:13]=[CH:12][CH:11]=[CH:10][CH:9]=2)[CH:7]=1.O[C:19]1[CH:26]=[CH:25][C:22]([CH:23]=[O:24])=[CH:21][CH:20]=1.CCOC(/N=N/C(OCC)=O)=O. (3) Given the product [CH2:24]([N:11]1[CH2:10][CH2:9][CH:8]([C:6]2[CH:7]=[C:2]([F:1])[CH:3]=[CH:4][C:5]=2[C:14]2[CH2:19][C:18]([CH3:21])([CH3:20])[CH2:17][C:16]([CH3:23])([CH3:22])[CH:15]=2)[CH2:13][CH2:12]1)[CH2:25][CH2:26][CH3:27], predict the reactants needed to synthesize it. The reactants are: [F:1][C:2]1[CH:3]=[CH:4][C:5]([C:14]2[CH2:19][C:18]([CH3:21])([CH3:20])[CH2:17][C:16]([CH3:23])([CH3:22])[CH:15]=2)=[C:6]([CH:8]2[CH2:13][CH2:12][NH:11][CH2:10][CH2:9]2)[CH:7]=1.[CH:24](=O)[CH2:25][CH2:26][CH3:27].C(O[BH-](OC(=O)C)OC(=O)C)(=O)C.[Na+].C(O)(=O)C.C(=O)([O-])O.[Na+]. (4) Given the product [CH2:1]([O:3][C:4]([C:6]1[S:10][C:9]([CH3:11])=[N:8][C:7]=1[O:12][C:26](=[S:27])[N:25]([CH3:29])[CH3:24])=[O:5])[CH3:2], predict the reactants needed to synthesize it. The reactants are: [CH2:1]([O:3][C:4]([C:6]1[S:10][C:9]([CH3:11])=[N:8][C:7]=1[OH:12])=[O:5])[CH3:2].N12CCCN=C1CCCCC2.[CH3:24][N:25]([CH3:29])[C:26](Cl)=[S:27]. (5) Given the product [CH:5]([C:4]1[CH:3]=[C:2]([CH:9]=[C:8]([C:10]([F:13])([F:12])[F:11])[CH:7]=1)[C:14]#[N:15])=[O:6], predict the reactants needed to synthesize it. The reactants are: Br[C:2]1[CH:3]=[C:4]([CH:7]=[C:8]([C:10]([F:13])([F:12])[F:11])[CH:9]=1)[CH:5]=[O:6].[CH3:14][N:15](C=O)C. (6) Given the product [C:21]1([CH:14]([C:15]2[CH:16]=[N:17][CH:18]=[CH:19][CH:20]=2)[CH2:13][NH:12][C:10]2[C:9]3[C:4](=[CH:5][CH:6]=[CH:7][CH:8]=3)[N:3]=[C:2]([C:35]3[CH:34]=[CH:33][C:32]([NH:31][S:28]([CH3:27])(=[O:29])=[O:30])=[CH:37][CH:36]=3)[N:11]=2)[CH:26]=[CH:25][CH:24]=[CH:23][CH:22]=1, predict the reactants needed to synthesize it. The reactants are: Cl[C:2]1[N:11]=[C:10]([NH:12][CH2:13][CH:14]([C:21]2[CH:26]=[CH:25][CH:24]=[CH:23][CH:22]=2)[C:15]2[CH:16]=[N:17][CH:18]=[CH:19][CH:20]=2)[C:9]2[C:4](=[CH:5][CH:6]=[CH:7][CH:8]=2)[N:3]=1.[CH3:27][S:28]([NH:31][C:32]1[CH:37]=[CH:36][C:35](B(O)O)=[CH:34][CH:33]=1)(=[O:30])=[O:29].CN(C)C1C=CC(C2N=C(NCC(C3C=CC=CC=3)C3NC=CC=3)C3C(=CC=CC=3)N=2)=CC=1. (7) The reactants are: [Br:1][C:2]1[C:3]([N:8]2[CH2:13][CH2:12][NH:11][C@@H:10]([CH3:14])[CH2:9]2)=[N:4][CH:5]=[CH:6][CH:7]=1.Cl[C:16]1[NH:20][C:19]2[CH:21]=[C:22]([C:34]([F:37])([F:36])[F:35])[CH:23]=[C:24]([C:25]3[CH:30]=[C:29]([F:31])[C:28]([F:32])=[C:27]([F:33])[CH:26]=3)[C:18]=2[N:17]=1. Given the product [Br:1][C:2]1[C:3]([N:8]2[CH2:13][CH2:12][N:11]([C:16]3[NH:17][C:18]4[C:24]([C:25]5[CH:26]=[C:27]([F:33])[C:28]([F:32])=[C:29]([F:31])[CH:30]=5)=[CH:23][C:22]([C:34]([F:37])([F:35])[F:36])=[CH:21][C:19]=4[N:20]=3)[C@@H:10]([CH3:14])[CH2:9]2)=[N:4][CH:5]=[CH:6][CH:7]=1, predict the reactants needed to synthesize it. (8) Given the product [C:1]([CH2:3][C:4]1[N:5]=[C:6]([C:9]2[CH:14]=[CH:13][C:12]([C:18]3[CH:23]=[CH:22][C:21]([N:24]4[CH2:28][C@H:27]([CH2:29][C:30](=[O:34])[C:31]([NH2:33])=[O:32])[O:26][CH2:25]4)=[CH:20][C:19]=3[F:35])=[CH:11][CH:10]=2)[S:7][CH:8]=1)#[N:2], predict the reactants needed to synthesize it. The reactants are: [C:1]([CH2:3][C:4]1[N:5]=[C:6]([C:9]2[CH:14]=[CH:13][C:12](Br)=[CH:11][CH:10]=2)[S:7][CH:8]=1)#[N:2].C[Sn](C)(C)[C:18]1[CH:23]=[CH:22][C:21]([N:24]2[CH2:28][C@H:27]([CH2:29][C:30](=[O:34])[C:31]([NH2:33])=[O:32])[O:26][CH2:25]2)=[CH:20][C:19]=1[F:35].